Dataset: Reaction yield outcomes from USPTO patents with 853,638 reactions. Task: Predict the reaction yield, written as a fraction of the theoretical maximum amount of product (1.0 means a 100% yield; for example, 0.34 means a 34% yield). (1) The reactants are [CH3:1][C:2]1[N:36]=[C:5]2[N:6]([CH:29]3[CH2:34][CH2:33][C:32](=[O:35])[CH2:31][CH2:30]3)[C:7](=[O:28])[C:8]([CH2:13][C:14]3[CH:19]=[CH:18][C:17]([C:20]4[C:21]([C:26]#[N:27])=[CH:22][CH:23]=[CH:24][CH:25]=4)=[CH:16][CH:15]=3)=[C:9]([CH2:10][CH2:11][CH3:12])[N:4]2[N:3]=1.CO.[BH4-].[Na+]. The catalyst is O1CCCC1. The product is [OH:35][CH:32]1[CH2:33][CH2:34][CH:29]([N:6]2[C:7](=[O:28])[C:8]([CH2:13][C:14]3[CH:19]=[CH:18][C:17]([C:20]4[C:21]([C:26]#[N:27])=[CH:22][CH:23]=[CH:24][CH:25]=4)=[CH:16][CH:15]=3)=[C:9]([CH2:10][CH2:11][CH3:12])[N:4]3[N:3]=[C:2]([CH3:1])[N:36]=[C:5]23)[CH2:30][CH2:31]1. The yield is 0.900. (2) The reactants are [NH2:1][C:2]1[N:3]=[CH:4][C:5]([C:12]2[CH:13]=[C:14]([CH:18]=[C:19]([C:21]([O:23][CH3:24])=[O:22])[CH:20]=2)[C:15]([OH:17])=O)=[N:6][C:7]=1[C:8]([NH:10][CH3:11])=[O:9].F[P-](F)(F)(F)(F)F.N1(OC(N(C)C)=[N+](C)C)C2N=CC=CC=2N=N1.[NH2:49][C@@H:50]1[C:58]2[C:53](=[CH:54][CH:55]=[CH:56][CH:57]=2)[CH2:52][CH2:51]1.C(N(C(C)C)CC)(C)C. The catalyst is O.CN(C=O)C. The product is [NH2:1][C:2]1[N:3]=[CH:4][C:5]([C:12]2[CH:20]=[C:19]([CH:18]=[C:14]([C:15]([NH:49][C@@H:50]3[C:58]4[C:53](=[CH:54][CH:55]=[CH:56][CH:57]=4)[CH2:52][CH2:51]3)=[O:17])[CH:13]=2)[C:21]([O:23][CH3:24])=[O:22])=[N:6][C:7]=1[C:8]([NH:10][CH3:11])=[O:9]. The yield is 0.900. (3) The reactants are [F-].[Cs+].[C:3]1([CH:9]2[NH:13][C:12](=[O:14])[CH2:11][CH2:10]2)[CH:8]=[CH:7][CH:6]=[CH:5][CH:4]=1.I[C:16]1[CH:29]=[CH:28][C:19]([O:20][C:21]2[CH:26]=[CH:25][C:24]([Cl:27])=[CH:23][CH:22]=2)=[CH:18][CH:17]=1. The catalyst is [Cu](I)I.CNCCNC.C(OCC)(=O)C. The product is [Cl:27][C:24]1[CH:25]=[CH:26][C:21]([O:20][C:19]2[CH:28]=[CH:29][C:16]([N:13]3[CH:9]([C:3]4[CH:4]=[CH:5][CH:6]=[CH:7][CH:8]=4)[CH2:10][CH2:11][C:12]3=[O:14])=[CH:17][CH:18]=2)=[CH:22][CH:23]=1. The yield is 1.00. (4) The reactants are [CH:1]1([N:7]([CH2:23][CH2:24][C:25]([F:28])([F:27])[F:26])[C:8]2[C:9]([NH2:22])=[CH:10][C:11](B3OCC(C)(C)CO3)=[CH:12][CH:13]=2)[CH2:6][CH2:5][CH2:4][CH2:3][CH2:2]1.I[C@H:30]1[CH2:32][C@H:31]1[C:33]([O:35][CH2:36][CH3:37])=[O:34].C(=O)([O-])[O-].[Cs+].[Cs+]. The catalyst is O1CCOCC1.O.C(Cl)Cl. The product is [NH2:22][C:9]1[CH:10]=[C:11]([C@H:30]2[CH2:32][C@H:31]2[C:33]([O:35][CH2:36][CH3:37])=[O:34])[CH:12]=[CH:13][C:8]=1[N:7]([CH:1]1[CH2:6][CH2:5][CH2:4][CH2:3][CH2:2]1)[CH2:23][CH2:24][C:25]([F:28])([F:26])[F:27]. The yield is 0.395. (5) The reactants are [CH3:1][O:2][C:3]([C:5]1[CH:13]=[C:12]2[C:8]([C:9]([C:16]([OH:18])=O)=[CH:10][N:11]2[CH2:14][CH3:15])=[CH:7][CH:6]=1)=[O:4].C(Cl)Cl.C(Cl)(=O)C(Cl)=O.[NH4+:28].[OH-]. The catalyst is CN(C=O)C. The product is [CH3:1][O:2][C:3]([C:5]1[CH:13]=[C:12]2[C:8]([C:9]([C:16]([NH2:28])=[O:18])=[CH:10][N:11]2[CH2:14][CH3:15])=[CH:7][CH:6]=1)=[O:4]. The yield is 0.850.